This data is from Forward reaction prediction with 1.9M reactions from USPTO patents (1976-2016). The task is: Predict the product of the given reaction. (1) Given the reactants [H-].[Na+].[Cl:3][C:4]1[CH:9]=[CH:8][N:7]=[C:6]2[NH:10][CH:11]=[C:12]([I:13])[C:5]=12.[C:14]1([CH3:24])[CH:19]=[CH:18][C:17]([S:20](Cl)(=[O:22])=[O:21])=[CH:16][CH:15]=1.C([O-])(O)=O.[Na+], predict the reaction product. The product is: [Cl:3][C:4]1[CH:9]=[CH:8][N:7]=[C:6]2[N:10]([S:20]([C:17]3[CH:18]=[CH:19][C:14]([CH3:24])=[CH:15][CH:16]=3)(=[O:22])=[O:21])[CH:11]=[C:12]([I:13])[C:5]=12. (2) Given the reactants [F:1][C:2]1[CH:3]=[CH:4][C:5]([O:10][C:11]2[CH:12]=[C:13]3[C:17](=[CH:18][CH:19]=2)[N:16]([CH3:20])[N:15]=[CH:14]3)=[C:6]([CH:9]=1)[C:7]#[N:8].[ClH:21].C1(C)C=CC=CC=1.CCO, predict the reaction product. The product is: [ClH:21].[F:1][C:2]1[CH:3]=[CH:4][C:5]([O:10][C:11]2[CH:12]=[C:13]3[C:17](=[CH:18][CH:19]=2)[N:16]([CH3:20])[N:15]=[CH:14]3)=[C:6]([CH:9]=1)[CH2:7][NH2:8]. (3) Given the reactants [Cl:1][C:2]1[CH:3]=[C:4]([C:8]2[N:13]=[C:12]3[CH2:14][CH2:15][CH2:16][C:11]3=[C:10]([CH2:17][C:18]3[CH:23]=[CH:22][C:21]([CH2:24][C:25]([O:27]C)=O)=[CH:20][CH:19]=3)[CH:9]=2)[CH:5]=[CH:6][CH:7]=1.[Cl-].[NH4+:30].N, predict the reaction product. The product is: [Cl:1][C:2]1[CH:3]=[C:4]([C:8]2[N:13]=[C:12]3[CH2:14][CH2:15][CH2:16][C:11]3=[C:10]([CH2:17][C:18]3[CH:23]=[CH:22][C:21]([CH2:24][C:25]([NH2:30])=[O:27])=[CH:20][CH:19]=3)[CH:9]=2)[CH:5]=[CH:6][CH:7]=1.